This data is from CYP2D6 inhibition data for predicting drug metabolism from PubChem BioAssay. The task is: Regression/Classification. Given a drug SMILES string, predict its absorption, distribution, metabolism, or excretion properties. Task type varies by dataset: regression for continuous measurements (e.g., permeability, clearance, half-life) or binary classification for categorical outcomes (e.g., BBB penetration, CYP inhibition). Dataset: cyp2d6_veith. The molecule is CCCN1CCC[C@H](c2cccc(C#N)c2)C1. The result is 1 (inhibitor).